From a dataset of Forward reaction prediction with 1.9M reactions from USPTO patents (1976-2016). Predict the product of the given reaction. (1) Given the reactants [Cl:1][C:2]1[C:3]([NH:22][C:23](=[O:31])[CH2:24][CH:25]2[CH2:30][CH2:29][CH2:28][CH2:27][CH2:26]2)=[C:4]2[C:9](=[CH:10][CH:11]=1)[N:8]=[C:7]([N:12]1[CH2:16][CH2:15][C@H:14]([NH:17][CH2:18][CH2:19][C:20]#[N:21])[CH2:13]1)[CH:6]=[CH:5]2.C[Si]([N:36]=[N+:37]=[N-:38])(C)C.C([Sn](=O)CCCC)CCC, predict the reaction product. The product is: [Cl:1][C:2]1[C:3]([NH:22][C:23](=[O:31])[CH2:24][CH:25]2[CH2:30][CH2:29][CH2:28][CH2:27][CH2:26]2)=[C:4]2[C:9](=[CH:10][CH:11]=1)[N:8]=[C:7]([N:12]1[CH2:16][CH2:15][C@H:14]([NH:17][CH2:18][CH2:19][C:20]3[N:36]=[N:37][NH:38][N:21]=3)[CH2:13]1)[CH:6]=[CH:5]2. (2) Given the reactants [N:1]1([CH2:10][CH2:11][CH2:12][CH2:13][CH2:14][CH2:15][CH2:16][CH2:17][NH2:18])[C:9]2[C:4](=[CH:5][CH:6]=[CH:7][CH:8]=2)[CH:3]=[CH:2]1.[Cl:19][C:20]1[CH:21]=[C:22]([C:26]2[CH:27]=[C:28]([CH:32]=[C:33]([C:39]3[CH:44]=[CH:43][CH:42]=[C:41]([Cl:45])[CH:40]=3)[C:34]=2[O:35][CH2:36][CH2:37]O)[C:29](O)=[O:30])[CH:23]=[CH:24][CH:25]=1.CCN(CC)CC.C1C=CC2N([OH:62])N=NC=2C=1.C1CCC(N=C=NC2CCCCC2)CC1, predict the reaction product. The product is: [Cl:45][C:41]1[CH:40]=[C:39]([C:33]2[CH:32]=[C:28]([C:29](=[O:30])[NH:18][CH2:17][CH2:16][CH2:15][CH2:14][CH2:13][CH2:12][CH2:11][CH2:10][N:1]3[C:9]4[C:4](=[CH:5][CH:6]=[CH:7][CH:8]=4)[CH:3]=[CH:2]3)[CH:27]=[C:26]([C:22]3[CH:23]=[CH:24][CH:25]=[C:20]([Cl:19])[CH:21]=3)[C:34]=2[O:35][CH:36]([OH:62])[CH3:37])[CH:44]=[CH:43][CH:42]=1. (3) Given the reactants [Cl:1]N1C(=O)CCC1=O.[Br:9][C:10]1[C:11]([Cl:17])=[CH:12][C:13]([NH2:16])=[N:14][CH:15]=1, predict the reaction product. The product is: [Br:9][C:10]1[C:11]([Cl:17])=[C:12]([Cl:1])[C:13]([NH2:16])=[N:14][CH:15]=1. (4) Given the reactants [NH2:1][C:2]1[CH:7]=[CH:6][C:5]([CH3:8])=[CH:4][C:3]=1[S:9]([CH2:12][C:13]([O:15][CH3:16])=[O:14])(=[O:11])=[O:10].[N:17]([O-])=O.[Na+], predict the reaction product. The product is: [CH3:8][C:5]1[CH:6]=[CH:7][C:2]2[NH:1][N:17]=[C:12]([C:13]([O:15][CH3:16])=[O:14])[S:9](=[O:11])(=[O:10])[C:3]=2[CH:4]=1. (5) Given the reactants [C:1]([O:5][C:6](=[O:38])[N:7]([CH3:37])[C@H:8]([C:10](=[O:36])[NH:11][C@@H:12]1[C:18](=[O:19])[N:17]([CH2:20][C:21]2[C:30]3[C:25](=[CH:26][CH:27]=[CH:28][CH:29]=3)[CH:24]=[CH:23][C:22]=2[CH3:31])[C:16]2[CH:32]=[CH:33][CH:34]=[CH:35][C:15]=2[NH:14][CH2:13]1)[CH3:9])([CH3:4])([CH3:3])[CH3:2].[CH3:39][O:40][CH2:41][CH2:42][O:43][CH2:44][CH2:45][O:46][CH2:47][C:48](O)=[O:49].O=P(Cl)(Cl)Cl, predict the reaction product. The product is: [C:1]([O:5][C:6](=[O:38])[N:7]([C@H:8]([C:10](=[O:36])[NH:11][C@@H:12]1[C:18](=[O:19])[N:17]([CH2:20][C:21]2[C:30]3[C:25](=[CH:26][CH:27]=[CH:28][CH:29]=3)[CH:24]=[CH:23][C:22]=2[CH3:31])[C:16]2[CH:32]=[CH:33][CH:34]=[CH:35][C:15]=2[N:14]([C:48](=[O:49])[CH2:47][O:46][CH2:45][CH2:44][O:43][CH2:42][CH2:41][O:40][CH3:39])[CH2:13]1)[CH3:9])[CH3:37])([CH3:4])([CH3:2])[CH3:3]. (6) Given the reactants O=[C:2]1[C:10]2[C:5](=[CH:6][C:7]([O:11][C:12]3[CH:20]=[CH:19][C:15]([C:16]([NH2:18])=[O:17])=[CH:14][N:13]=3)=[CH:8][CH:9]=2)[CH2:4][CH2:3]1.[S:21]1[CH:25]=[CH:24][CH:23]=[C:22]1[CH2:26][CH2:27][NH2:28].[BH3-]C#N.[Na+], predict the reaction product. The product is: [S:21]1[CH:25]=[CH:24][CH:23]=[C:22]1[CH2:26][CH2:27][NH:28][CH:2]1[C:10]2[C:5](=[CH:6][C:7]([O:11][C:12]3[CH:20]=[CH:19][C:15]([C:16]([NH2:18])=[O:17])=[CH:14][N:13]=3)=[CH:8][CH:9]=2)[CH2:4][CH2:3]1. (7) Given the reactants [Cl:1][C:2]1[CH:3]=[C:4]([NH:25][S:26]([C:29]2[CH:34]=[CH:33][C:32]([Cl:35])=[C:31]([C:36]([F:39])([F:38])[F:37])[CH:30]=2)(=[O:28])=[O:27])[C:5]([CH:8]([OH:24])[C:9]2[C:14]([O:15][CH3:16])=[CH:13][CH:12]=[CH:11][C:10]=2[NH:17][C:18](=[O:23])[C:19]([CH3:22])([CH3:21])[CH3:20])=[N:6][CH:7]=1.CC(OI1(OC(C)=O)(OC(C)=O)OC(=O)C2C=CC=CC1=2)=O.[O-]S([O-])(=S)=O.[Na+].[Na+].C([O-])(O)=O.[Na+], predict the reaction product. The product is: [Cl:1][C:2]1[CH:3]=[C:4]([NH:25][S:26]([C:29]2[CH:34]=[CH:33][C:32]([Cl:35])=[C:31]([C:36]([F:39])([F:38])[F:37])[CH:30]=2)(=[O:27])=[O:28])[C:5]([C:8]([C:9]2[C:14]([O:15][CH3:16])=[CH:13][CH:12]=[CH:11][C:10]=2[NH:17][C:18](=[O:23])[C:19]([CH3:22])([CH3:21])[CH3:20])=[O:24])=[N:6][CH:7]=1. (8) Given the reactants FC(F)(F)C1C=C(NC(=O)NC2C=CC(C3SC(CCC(OC)=O)=NC=3)=CC=2)C=CC=1.[NH2:32][C:33]1[CH:38]=[CH:37][C:36]([C:39]2[N:40]=[C:41]([CH:44]3[CH2:49][CH2:48][N:47]([CH2:50][C:51]([O:53][CH2:54][CH3:55])=[O:52])[CH2:46][CH2:45]3)[S:42][CH:43]=2)=[CH:35][CH:34]=1.[Cl:56][C:57]1[CH:62]=[CH:61][CH:60]=[CH:59][C:58]=1[N:63]=[C:64]=[O:65], predict the reaction product. The product is: [Cl:56][C:57]1[CH:62]=[CH:61][CH:60]=[CH:59][C:58]=1[NH:63][C:64](=[O:65])[NH:32][C:33]1[CH:38]=[CH:37][C:36]([C:39]2[N:40]=[C:41]([CH:44]3[CH2:49][CH2:48][N:47]([CH2:50][C:51]([O:53][CH2:54][CH3:55])=[O:52])[CH2:46][CH2:45]3)[S:42][CH:43]=2)=[CH:35][CH:34]=1. (9) Given the reactants C1(C)C=CC(S(O)(=O)=O)=CC=1.[CH2:12]([OH:15])[CH2:13][OH:14].O=[C:17]1[CH2:22][CH2:21][C:20]([C:25]2[CH:29]=[CH:28][S:27][CH:26]=2)([C:23]#[N:24])[CH2:19][CH2:18]1, predict the reaction product. The product is: [S:27]1[CH:28]=[CH:29][C:25]([C:20]2([C:23]#[N:24])[CH2:21][CH2:22][C:17]3([O:15][CH2:12][CH2:13][O:14]3)[CH2:18][CH2:19]2)=[CH:26]1.